Dataset: Forward reaction prediction with 1.9M reactions from USPTO patents (1976-2016). Task: Predict the product of the given reaction. Given the reactants Cl.[NH2:2][OH:3].[OH-].[Na+].[C:6](#[N:15])[CH2:7][CH2:8][CH2:9][CH2:10][CH2:11][CH2:12][CH2:13][CH3:14].Cl, predict the reaction product. The product is: [OH:3][N:2]=[C:6]([NH2:15])[CH2:7][CH2:8][CH2:9][CH2:10][CH2:11][CH2:12][CH2:13][CH3:14].